From a dataset of Reaction yield outcomes from USPTO patents with 853,638 reactions. Predict the reaction yield, written as a fraction of the theoretical maximum amount of product (1.0 means a 100% yield; for example, 0.34 means a 34% yield). The reactants are [CH2:1]1[O:13][C:12]2[CH:11]=[C:10]3[C:5]([C:6]([NH:14][CH2:15][CH2:16][N:17]([CH3:19])[CH3:18])=[CH:7][CH:8]=[N:9]3)=[CH:4][C:3]=2[O:2]1.C(Cl)(=O)[C:21](Cl)=[O:22].[I:26][C:27]1[CH:35]=[CH:34][C:33]([O:36][CH3:37])=[C:32]([O:38][CH3:39])[C:28]=1C(O)=O. The catalyst is C(Cl)(Cl)Cl. The product is [CH2:1]1[O:13][C:12]2[CH:11]=[C:10]3[C:5]([C:6]([N:14]([CH2:15][CH2:16][N:17]([CH3:19])[CH3:18])[C:21](=[O:22])[C:35]4[CH:34]=[C:33]([O:36][CH3:37])[C:32]([O:38][CH3:39])=[CH:28][C:27]=4[I:26])=[CH:7][CH:8]=[N:9]3)=[CH:4][C:3]=2[O:2]1. The yield is 0.710.